From a dataset of Forward reaction prediction with 1.9M reactions from USPTO patents (1976-2016). Predict the product of the given reaction. (1) Given the reactants [C:1]1([NH2:8])[C:2]([NH2:7])=[CH:3][CH:4]=[CH:5][CH:6]=1.[C:9](O)(=O)[CH2:10][OH:11].[OH-].[Na+], predict the reaction product. The product is: [NH:7]1[C:2]2[CH:3]=[CH:4][CH:5]=[CH:6][C:1]=2[N:8]=[C:9]1[CH2:10][OH:11]. (2) The product is: [CH2:1]([C@@:4]1([CH3:31])[CH2:9][C@H:8]([C:10]2[CH:15]=[CH:14][CH:13]=[C:12]([Cl:16])[CH:11]=2)[C@@H:7]([C:17]2[CH:22]=[CH:21][C:20]([Cl:23])=[CH:19][CH:18]=2)[N:6]([C@@H:24]([CH2:25][CH3:26])[CH2:28][NH:35][CH2:34][C:33]([F:37])([F:36])[F:32])[C:5]1=[O:30])[CH:2]=[CH2:3]. Given the reactants [CH2:1]([C@@:4]1([CH3:31])[CH2:9][C@H:8]([C:10]2[CH:15]=[CH:14][CH:13]=[C:12]([Cl:16])[CH:11]=2)[C@@H:7]([C:17]2[CH:22]=[CH:21][C:20]([Cl:23])=[CH:19][CH:18]=2)[N:6]([C@@H:24]([CH2:28]C)[CH2:25][CH:26]=O)[C:5]1=[O:30])[CH:2]=[CH2:3].[F:32][C:33]([F:37])([F:36])[CH2:34][NH2:35].C(O[BH-](OC(=O)C)OC(=O)C)(=O)C.[Na+], predict the reaction product. (3) Given the reactants [Br:1][C:2]1[C:7]([C:8]2[CH:13]=[CH:12][CH:11]=[CH:10][CH:9]=2)=[N:6][NH:5][C:4](=[O:14])[CH:3]=1.C(=O)([O-])[O-].[K+].[K+].[CH2:21](Br)[C:22]1[CH:27]=[CH:26][CH:25]=[CH:24][CH:23]=1, predict the reaction product. The product is: [CH2:21]([N:5]1[C:4](=[O:14])[CH:3]=[C:2]([Br:1])[C:7]([C:8]2[CH:13]=[CH:12][CH:11]=[CH:10][CH:9]=2)=[N:6]1)[C:22]1[CH:27]=[CH:26][CH:25]=[CH:24][CH:23]=1. (4) Given the reactants [S:1]([N:11]=[N+:12]=[N-:13])([C:4]1[CH:10]=[CH:9][C:7]([CH3:8])=[CH:6][CH:5]=1)(=[O:3])=[O:2].[Cl:14][C:15]1[CH:20]=[CH:19][CH:18]=[CH:17][C:16]=1[C:21]#[CH:22].N1C(C)=CC=CC=1C, predict the reaction product. The product is: [Cl:14][C:15]1[CH:20]=[CH:19][CH:18]=[CH:17][C:16]=1[C:21]1[N:13]=[N:12][N:11]([S:1]([C:4]2[CH:5]=[CH:6][C:7]([CH3:8])=[CH:9][CH:10]=2)(=[O:2])=[O:3])[CH:22]=1.